This data is from TCR-epitope binding with 47,182 pairs between 192 epitopes and 23,139 TCRs. The task is: Binary Classification. Given a T-cell receptor sequence (or CDR3 region) and an epitope sequence, predict whether binding occurs between them. (1) The epitope is LLWNGPMAV. The TCR CDR3 sequence is CASSLGQVDNVLTF. Result: 0 (the TCR does not bind to the epitope). (2) The epitope is GILGFVFTL. The TCR CDR3 sequence is CASAVGNEQFF. Result: 1 (the TCR binds to the epitope). (3) The epitope is TPRVTGGGAM. Result: 0 (the TCR does not bind to the epitope). The TCR CDR3 sequence is CASSLSYGGLLDTEAFF. (4) Result: 1 (the TCR binds to the epitope). The TCR CDR3 sequence is CASSQEGLRNTGELFF. The epitope is AVFDRKSDAK. (5) The epitope is ISPRTLNAW. Result: 1 (the TCR binds to the epitope). The TCR CDR3 sequence is CASSPWTYGTGTLNEKLFF.